Task: Predict which catalyst facilitates the given reaction.. Dataset: Catalyst prediction with 721,799 reactions and 888 catalyst types from USPTO Reactant: Cl.[N:2]1([C:8]2[O:9][C:10]([C:13]([F:16])([F:15])[F:14])=[N:11][N:12]=2)[CH2:7][CH2:6][NH:5][CH2:4][CH2:3]1.C1(C)C=CC=CC=1.C(=O)([O-])[O-].[K+].[K+].[Br:30][C:31]1[CH:32]=[N:33][C:34](Cl)=[C:35]([CH:38]=1)[C:36]#[N:37]. Product: [Br:30][C:31]1[CH:32]=[N:33][C:34]([N:5]2[CH2:6][CH2:7][N:2]([C:8]3[O:9][C:10]([C:13]([F:15])([F:16])[F:14])=[N:11][N:12]=3)[CH2:3][CH2:4]2)=[C:35]([CH:38]=1)[C:36]#[N:37]. The catalyst class is: 9.